Predict the reaction yield, written as a fraction of the theoretical maximum amount of product (1.0 means a 100% yield; for example, 0.34 means a 34% yield). From a dataset of Reaction yield outcomes from USPTO patents with 853,638 reactions. (1) The reactants are [Cl:1][C:2]1[CH:3]=[C:4]([CH2:9][CH2:10][CH2:11][N:12]([O:24][CH3:25])[C:13](=[O:23])[CH:14]=[C:15]2[C:19](=[O:20])OC(C)(C)[O:16]2)[CH:5]=[CH:6][C:7]=1[Cl:8].C=O.[CH3:28][NH2:29].[CH3:30]O. No catalyst specified. The product is [Cl:1][C:2]1[CH:3]=[C:4]([CH2:9][CH2:10][CH2:11][N:12]([O:24][CH3:25])[C:13]([C:14]2[CH2:28][N:29]([CH3:30])[C:19](=[O:20])[C:15]=2[OH:16])=[O:23])[CH:5]=[CH:6][C:7]=1[Cl:8]. The yield is 0.580. (2) The product is [C:1]([C:5]1[CH:15]=[CH:14][CH:13]=[CH:12][C:6]=1[O:7][CH:8]1[CH2:9][N:10]([S:22]([C:16]2[CH:21]=[CH:20][CH:19]=[CH:18][CH:17]=2)(=[O:24])=[O:23])[CH2:11]1)([CH3:4])([CH3:2])[CH3:3]. The reactants are [C:1]([C:5]1[CH:15]=[CH:14][CH:13]=[CH:12][C:6]=1[O:7][CH:8]1[CH2:11][NH:10][CH2:9]1)([CH3:4])([CH3:3])[CH3:2].[C:16]1([S:22](Cl)(=[O:24])=[O:23])[CH:21]=[CH:20][CH:19]=[CH:18][CH:17]=1. The catalyst is N1C=CC=CC=1. The yield is 0.570. (3) The reactants are [NH2:1][C:2]1[N:7]=[CH:6][N:5]=[C:4]2[N:8]([CH2:25][C@@H:26]3[CH2:30][CH2:29][CH2:28][N:27]3[C:31](=[O:35])[CH2:32][C:33]#[N:34])[N:9]=[C:10]([C:11]3[CH:16]=[CH:15][C:14]([O:17][C:18]4[CH:23]=[CH:22][CH:21]=[CH:20][CH:19]=4)=[CH:13][C:12]=3[F:24])[C:3]=12.N1CCCCC1.[CH3:42][C:43]([N:47]1[CH2:52][CH2:51][O:50][CH2:49][CH2:48]1)([CH3:46])[CH:44]=O. The catalyst is C(O)C. The product is [NH2:1][C:2]1[N:7]=[CH:6][N:5]=[C:4]2[N:8]([CH2:25][C@@H:26]3[CH2:30][CH2:29][CH2:28][N:27]3[C:31]([C:32](=[CH:42][C:43]([CH3:46])([N:47]3[CH2:52][CH2:51][O:50][CH2:49][CH2:48]3)[CH3:44])[C:33]#[N:34])=[O:35])[N:9]=[C:10]([C:11]3[CH:16]=[CH:15][C:14]([O:17][C:18]4[CH:19]=[CH:20][CH:21]=[CH:22][CH:23]=4)=[CH:13][C:12]=3[F:24])[C:3]=12. The yield is 0.210. (4) The reactants are Br[C:2]1[CH:11]=[N:10][C:9]2[C:8]([N:12]3[CH2:17][CH2:16][O:15][CH2:14][CH2:13]3)=[N:7][C:6]([Cl:18])=[N:5][C:4]=2[CH:3]=1.C([Li])CCC.CN(C)[CH:26]=[O:27]. The catalyst is C1COCC1. The product is [Cl:18][C:6]1[N:7]=[C:8]([N:12]2[CH2:17][CH2:16][O:15][CH2:14][CH2:13]2)[C:9]2[N:10]=[CH:11][C:2]([CH:26]=[O:27])=[CH:3][C:4]=2[N:5]=1. The yield is 0.310. (5) The reactants are F[C:2]1[CH:20]=[C:19]([C:21]([F:24])([F:23])[F:22])[CH:18]=[CH:17][C:3]=1[C:4]([NH:6][C:7]1[CH:12]=[CH:11][CH:10]=[C:9]([S:13](=[O:16])(=[O:15])[NH2:14])[CH:8]=1)=[O:5].[F:25][C:26]1[CH:31]=[CH:30][C:29]([OH:32])=[CH:28][CH:27]=1.C([O-])([O-])=O.[Cs+].[Cs+]. The catalyst is CN(C=O)C. The product is [F:25][C:26]1[CH:31]=[CH:30][C:29]([O:32][C:2]2[CH:20]=[C:19]([C:21]([F:24])([F:23])[F:22])[CH:18]=[CH:17][C:3]=2[C:4]([NH:6][C:7]2[CH:12]=[CH:11][CH:10]=[C:9]([S:13](=[O:16])(=[O:15])[NH2:14])[CH:8]=2)=[O:5])=[CH:28][CH:27]=1. The yield is 0.560. (6) The reactants are [C:1]1([CH2:7][C:8]([O:10]CC)=O)[CH:6]=[CH:5][CH:4]=[CH:3][CH:2]=1.[CH3:13][C:14]([CH3:16])=[O:15].Cl. The catalyst is CCOCC. The product is [C:1]1([CH2:7][C:8](=[O:10])[CH2:13][C:14](=[O:15])[CH3:16])[CH:2]=[CH:3][CH:4]=[CH:5][CH:6]=1. The yield is 0.440.